From a dataset of Forward reaction prediction with 1.9M reactions from USPTO patents (1976-2016). Predict the product of the given reaction. (1) Given the reactants [NH2:1][C:2]1[C:11]2[CH:10]=[CH:9][C:8]([F:12])=[C:7](Br)[C:6]=2[N:5]=[C:4]2[CH2:14][N:15]([CH2:18][CH3:19])[C:16](=[O:17])[C:3]=12.[F:20][C:21]1[CH:22]=[CH:23][C:24]([O:30][CH3:31])=[C:25](B(O)O)[CH:26]=1, predict the reaction product. The product is: [NH2:1][C:2]1[C:11]2[CH:10]=[CH:9][C:8]([F:12])=[C:7]([C:23]3[CH:22]=[C:21]([F:20])[CH:26]=[CH:25][C:24]=3[O:30][CH3:31])[C:6]=2[N:5]=[C:4]2[CH2:14][N:15]([CH2:18][CH3:19])[C:16](=[O:17])[C:3]=12. (2) Given the reactants [Cl:1][C:2]1[CH:31]=[C:30]([O:32][CH3:33])[CH:29]=[CH:28][C:3]=1[O:4][C:5]1[S:6][C:7]([C:10]2[CH:14]=[C:13]([CH:15]([N:17]3C(=O)C4C(=CC=CC=4)C3=O)[CH3:16])[O:12][N:11]=2)=[CH:8][N:9]=1.O.NN, predict the reaction product. The product is: [Cl:1][C:2]1[CH:31]=[C:30]([O:32][CH3:33])[CH:29]=[CH:28][C:3]=1[O:4][C:5]1[S:6][C:7]([C:10]2[CH:14]=[C:13]([CH:15]([NH2:17])[CH3:16])[O:12][N:11]=2)=[CH:8][N:9]=1. (3) Given the reactants [OH:1][C@H:2]([CH2:6][C:7]1[CH:12]=[CH:11][CH:10]=[CH:9][CH:8]=1)[C:3]([OH:5])=[O:4].[H-].[Na+].Cl[C:16]1[C:17]2[C:24]([I:25])=[C:23]([CH2:26][CH3:27])[S:22][C:18]=2[N:19]=[CH:20][N:21]=1.[OH-].[Na+], predict the reaction product. The product is: [CH2:26]([C:23]1[S:22][C:18]2[N:19]=[CH:20][N:21]=[C:16]([O:1][CH:2]([CH2:6][C:7]3[CH:12]=[CH:11][CH:10]=[CH:9][CH:8]=3)[C:3]([OH:5])=[O:4])[C:17]=2[C:24]=1[I:25])[CH3:27]. (4) Given the reactants C([O:5][C:6](=O)[CH2:7][CH2:8][C@@H:9]([CH2:25][O:26][S:27]([C:30]1[CH:36]=[CH:35][C:33]([CH3:34])=[CH:32][CH:31]=1)(=[O:29])=[O:28])[CH2:10][C@H:11]1[CH2:15][O:14][C:13]([CH3:17])([CH3:16])[N:12]1[C:18]([O:20][C:21]([CH3:24])([CH3:23])[CH3:22])=[O:19])(C)(C)C.[BH4-].[Na+], predict the reaction product. The product is: [OH:5][CH2:6][CH2:7][CH2:8][C@@H:9]([CH2:25][O:26][S:27]([C:30]1[CH:36]=[CH:35][C:33]([CH3:34])=[CH:32][CH:31]=1)(=[O:28])=[O:29])[CH2:10][C@H:11]1[CH2:15][O:14][C:13]([CH3:16])([CH3:17])[N:12]1[C:18]([O:20][C:21]([CH3:22])([CH3:23])[CH3:24])=[O:19]. (5) Given the reactants [CH3:1][O:2][C:3]1[CH:4]=[C:5]([CH:26]=[CH:27][CH:28]=1)[O:6][CH2:7][CH2:8][CH2:9][CH2:10][CH2:11][CH2:12][CH2:13][CH2:14][N:15]1C(=O)C2=CC=CC=C2C1=O.O.NN.C(OC1C=C(CN)C=CC=1)CCCCC, predict the reaction product. The product is: [CH3:1][O:2][C:3]1[CH:4]=[C:5]([CH:26]=[CH:27][CH:28]=1)[O:6][CH2:7][CH2:8][CH2:9][CH2:10][CH2:11][CH2:12][CH2:13][CH2:14][NH2:15]. (6) The product is: [CH2:35]([O:19][C:18]([C:17]1[N:8]([CH2:1][C:2]2[CH:3]=[CH:4][CH:5]=[CH:6][CH:7]=2)[C:9](=[O:28])[C:10]2[C:15]([C:16]=1[C:21]1[CH:22]=[CH:23][CH:24]=[CH:25][CH:26]=1)=[CH:14][C:13]([Br:27])=[CH:12][CH:11]=2)=[O:20])[C:36]1[CH:41]=[CH:40][CH:39]=[CH:38][CH:37]=1. Given the reactants [CH2:1]([N:8]1[C:17]([C:18]([OH:20])=[O:19])=[C:16]([C:21]2[CH:26]=[CH:25][CH:24]=[CH:23][CH:22]=2)[C:15]2[C:10](=[CH:11][CH:12]=[C:13]([Br:27])[CH:14]=2)[C:9]1=[O:28])[C:2]1[CH:7]=[CH:6][CH:5]=[CH:4][CH:3]=1.C(=O)([O-])[O-].[K+].[K+].[CH2:35](Br)[C:36]1[CH:41]=[CH:40][CH:39]=[CH:38][CH:37]=1.CN(C=O)C, predict the reaction product.